From a dataset of CYP2C19 inhibition data for predicting drug metabolism from PubChem BioAssay. Regression/Classification. Given a drug SMILES string, predict its absorption, distribution, metabolism, or excretion properties. Task type varies by dataset: regression for continuous measurements (e.g., permeability, clearance, half-life) or binary classification for categorical outcomes (e.g., BBB penetration, CYP inhibition). Dataset: cyp2c19_veith. (1) The drug is COc1cccc(-n2ccnc2SCC(=O)Nc2nccs2)c1. The result is 1 (inhibitor). (2) The drug is CCn1c(SCC(=O)c2ccc(OC)cc2)nnc1C1CC1. The result is 1 (inhibitor). (3) The compound is COc1ccc(OC)c(NC(=O)[C@H]2CC=CC[C@H]2C(=O)O)c1. The result is 0 (non-inhibitor).